This data is from Catalyst prediction with 721,799 reactions and 888 catalyst types from USPTO. The task is: Predict which catalyst facilitates the given reaction. (1) Reactant: [O:1]=[C:2]1[N:7]([CH2:8][C:9]2[CH:10]=[C:11]([CH:15]=[CH:16][CH:17]=2)[C:12](Cl)=[O:13])[N:6]=[C:5]([C:18]2[O:22][N:21]=[C:20]([C:23]3[CH:28]=[CH:27][C:26]([C:29]([CH3:35])([CH3:34])[C:30]([F:33])([F:32])[F:31])=[CH:25][CH:24]=3)[N:19]=2)[CH:4]=[CH:3]1.[NH:36]1[CH2:40][CH2:39][CH2:38][CH2:37]1.C(N(CC)C(C)C)(C)C.C(OCC)(=O)C. Product: [N:36]1([C:12]([C:11]2[CH:10]=[C:9]([CH:17]=[CH:16][CH:15]=2)[CH2:8][N:7]2[C:2](=[O:1])[CH:3]=[CH:4][C:5]([C:18]3[O:22][N:21]=[C:20]([C:23]4[CH:28]=[CH:27][C:26]([C:29]([CH3:35])([CH3:34])[C:30]([F:31])([F:32])[F:33])=[CH:25][CH:24]=4)[N:19]=3)=[N:6]2)=[O:13])[CH2:40][CH2:39][CH2:38][CH2:37]1. The catalyst class is: 1. (2) Reactant: [CH2:1]([N:8]1[C:13](=O)[CH2:12][O:11][C@@H:10]2[CH2:15][N:16]([C:19]([O:21][C:22]([CH3:25])([CH3:24])[CH3:23])=[O:20])[CH2:17][CH2:18][C@@H:9]12)[C:2]1[CH:7]=[CH:6][CH:5]=[CH:4][CH:3]=1.CO. Product: [CH2:1]([N:8]1[CH2:13][CH2:12][O:11][CH:10]2[CH2:15][N:16]([C:19]([O:21][C:22]([CH3:25])([CH3:24])[CH3:23])=[O:20])[CH2:17][CH2:18][CH:9]12)[C:2]1[CH:3]=[CH:4][CH:5]=[CH:6][CH:7]=1. The catalyst class is: 1. (3) Reactant: [O:1]=[C:2]1[CH2:7][CH2:6][CH:5]([C:8]([O:10][CH2:11][CH3:12])=[O:9])[CH2:4][CH2:3]1.[CH2:13](O)[CH2:14][OH:15].CC1C=CC(S(O)(=O)=O)=CC=1.O. Product: [O:15]1[C:2]2([CH2:7][CH2:6][CH:5]([C:8]([O:10][CH2:11][CH3:12])=[O:9])[CH2:4][CH2:3]2)[O:1][CH2:13][CH2:14]1. The catalyst class is: 11. (4) Reactant: [Cl:1][C:2]1[N:7]2[N:8]=[C:9]([C:11]3[CH:16]=[CH:15][C:14]([O:17][CH3:18])=[CH:13][CH:12]=3)[CH:10]=[C:6]2[CH:5]=[CH:4][CH:3]=1.[C:19](OC(=O)C)(=[O:21])[CH3:20].B(F)(F)F. Product: [Cl:1][C:2]1[N:7]2[N:8]=[C:9]([C:11]3[CH:16]=[CH:15][C:14]([O:17][CH3:18])=[CH:13][CH:12]=3)[C:10]([C:19](=[O:21])[CH3:20])=[C:6]2[CH:5]=[CH:4][CH:3]=1. The catalyst class is: 11. (5) Reactant: [CH3:1][C:2]1[CH:3]=[CH:4][CH:5]=[C:6]2[C:11]=1[NH:10][C:9](=[O:12])[C:8]([CH:13]=O)=[CH:7]2.[NH2:15][C@@H:16]1[CH2:20][CH2:19][CH2:18][C@H:17]1[OH:21].C(O[BH-](OC(=O)C)OC(=O)C)(=O)C.[Na+]. Product: [OH:21][C@@H:17]1[CH2:18][CH2:19][CH2:20][C@H:16]1[NH:15][CH2:13][C:8]1[C:9](=[O:12])[NH:10][C:11]2[C:6]([CH:7]=1)=[CH:5][CH:4]=[CH:3][C:2]=2[CH3:1]. The catalyst class is: 839. (6) Reactant: [NH2:1][C:2]1[N:3]=[CH:4][C:5]([C:18]2[CH:25]=[CH:24][C:21]([CH:22]=O)=[CH:20][CH:19]=2)=[N:6][C:7]=1[NH:8][CH2:9][C:10]1[C:15]([Cl:16])=[CH:14][CH:13]=[CH:12][C:11]=1[Cl:17].[NH2:26][CH:27]1[CH2:32][CH2:31][N:30]([C:33]([O:35][C:36]([CH3:39])([CH3:38])[CH3:37])=[O:34])[C@@H:29]([C:40]([O:42][C:43]([CH3:46])([CH3:45])[CH3:44])=[O:41])[CH2:28]1. Product: [NH2:1][C:2]1[N:3]=[CH:4][C:5]([C:18]2[CH:25]=[CH:24][C:21]([CH2:22][NH:26][CH:27]3[CH2:32][CH2:31][N:30]([C:33]([O:35][C:36]([CH3:37])([CH3:38])[CH3:39])=[O:34])[C@@H:29]([C:40]([O:42][C:43]([CH3:46])([CH3:45])[CH3:44])=[O:41])[CH2:28]3)=[CH:20][CH:19]=2)=[N:6][C:7]=1[NH:8][CH2:9][C:10]1[C:11]([Cl:17])=[CH:12][CH:13]=[CH:14][C:15]=1[Cl:16]. The catalyst class is: 26. (7) Reactant: [CH3:1][C:2]([CH3:25])([CH3:24])[C:3]([N:5]1[C:13]2[C:8](=[CH:9][C:10]([C:14]([O:16]CC3C=CC=CC=3)=[O:15])=[CH:11][CH:12]=2)[CH:7]=[CH:6]1)=[O:4].[H][H]. Product: [CH3:1][C:2]([CH3:25])([CH3:24])[C:3]([N:5]1[C:13]2[C:8](=[CH:9][C:10]([C:14]([OH:16])=[O:15])=[CH:11][CH:12]=2)[CH:7]=[CH:6]1)=[O:4]. The catalyst class is: 29. (8) Reactant: [F:1][C:2]1[CH:3]=[C:4]([NH:13][C:14](=[O:57])[C@@H:15]([NH:39][C:40]([C@H:42]2[CH2:47][CH2:46][C@H:45]([CH2:48][NH:49]C(=O)OC(C)(C)C)[CH2:44][CH2:43]2)=[O:41])[CH2:16][C:17]2[CH:22]=[CH:21][C:20]([C:23]3[CH:28]=[CH:27][C:26]([C:29](=[O:37])[NH:30][CH:31]4[CH2:35][CH2:34][CH:33]([OH:36])[CH2:32]4)=[CH:25][C:24]=3[CH3:38])=[CH:19][CH:18]=2)[CH:5]=[CH:6][C:7]=1[C:8]1[N:9]=[N:10][NH:11][N:12]=1.[ClH:58].C(#N)C. Product: [ClH:58].[NH2:49][CH2:48][C@H:45]1[CH2:46][CH2:47][C@H:42]([C:40]([NH:39][C@H:15]([C:14]([NH:13][C:4]2[CH:5]=[CH:6][C:7]([C:8]3[N:9]=[N:10][NH:11][N:12]=3)=[C:2]([F:1])[CH:3]=2)=[O:57])[CH2:16][C:17]2[CH:18]=[CH:19][C:20]([C:23]3[CH:28]=[CH:27][C:26]([C:29]([NH:30][CH:31]4[CH2:35][CH2:34][CH:33]([OH:36])[CH2:32]4)=[O:37])=[CH:25][C:24]=3[CH3:38])=[CH:21][CH:22]=2)=[O:41])[CH2:43][CH2:44]1. The catalyst class is: 269. (9) Reactant: [F:1][C:2]1[CH:7]=[CH:6][C:5]([S:8][CH:9]([C:20]2[C:25]([F:26])=[CH:24][CH:23]=[C:22]([F:27])[C:21]=2[F:28])[C:10]2[C:11]([CH3:19])=[CH:12][C:13]([C:16](O)=[O:17])=[N:14][CH:15]=2)=[CH:4][CH:3]=1.Cl.[CH3:30][NH:31][CH3:32].ON1C2C=CC=CC=2N=N1.CN1CCOCC1.Cl.C(N=C=NCCCN(C)C)C. Product: [F:1][C:2]1[CH:3]=[CH:4][C:5]([S:8][CH:9]([C:20]2[C:25]([F:26])=[CH:24][CH:23]=[C:22]([F:27])[C:21]=2[F:28])[C:10]2[C:11]([CH3:19])=[CH:12][C:13]([C:16]([N:31]([CH3:32])[CH3:30])=[O:17])=[N:14][CH:15]=2)=[CH:6][CH:7]=1. The catalyst class is: 2. (10) Reactant: C(N(CC)C(C)C)(C)C.[Cl:10][C:11]1[CH:33]=[CH:32][C:14]([CH2:15][NH:16][C:17]([C:19]2[C:20](=[O:31])[C:21]3[CH:28]=[C:27]([CH2:29]Cl)[O:26][C:22]=3[N:23]([CH3:25])[CH:24]=2)=[O:18])=[CH:13][CH:12]=1.[CH3:34][NH:35][CH2:36][CH:37]([C:39]1[S:40][CH:41]=[CH:42][N:43]=1)[OH:38].O. Product: [Cl:10][C:11]1[CH:33]=[CH:32][C:14]([CH2:15][NH:16][C:17]([C:19]2[C:20](=[O:31])[C:21]3[CH:28]=[C:27]([CH2:29][N:35]([CH2:36][CH:37]([OH:38])[C:39]4[S:40][CH:41]=[CH:42][N:43]=4)[CH3:34])[O:26][C:22]=3[N:23]([CH3:25])[CH:24]=2)=[O:18])=[CH:13][CH:12]=1. The catalyst class is: 3.